Dataset: Catalyst prediction with 721,799 reactions and 888 catalyst types from USPTO. Task: Predict which catalyst facilitates the given reaction. (1) Reactant: [CH:1]1[C:13]2[CH:12]([CH2:14][O:15][C:16]([NH:18][C@@H:19]([CH2:31][C:32]3[CH:37]=[CH:36][CH:35]=[CH:34][CH:33]=3)[C:20]([NH:22][C@@H:23]([CH2:27][CH2:28][CH2:29][CH3:30])[C:24](O)=[O:25])=[O:21])=[O:17])[C:11]3[C:6](=[CH:7][CH:8]=[CH:9][CH:10]=3)[C:5]=2[CH:4]=[CH:3][CH:2]=1.[NH2:38][C:39]1[CH:44]=[CH:43][C:42]([CH2:45][OH:46])=[CH:41][CH:40]=1.C(OC1C=CC2C(=CC=CC=2)N1C(OCC)=O)C. Product: [CH:1]1[C:13]2[CH:12]([CH2:14][O:15][C:16](=[O:17])[NH:18][C@H:19]([C:20](=[O:21])[NH:22][C@H:23]([C:24](=[O:25])[NH:38][C:39]3[CH:44]=[CH:43][C:42]([CH2:45][OH:46])=[CH:41][CH:40]=3)[CH2:27][CH2:28][CH2:29][CH3:30])[CH2:31][C:32]3[CH:33]=[CH:34][CH:35]=[CH:36][CH:37]=3)[C:11]3[C:6](=[CH:7][CH:8]=[CH:9][CH:10]=3)[C:5]=2[CH:4]=[CH:3][CH:2]=1. The catalyst class is: 2. (2) Reactant: [Br:1][C:2]1[CH:10]=[C:9]2[C:5]([CH:6]=[N:7][NH:8]2)=[C:4]([N+:11]([O-:13])=[O:12])[CH:3]=1.[O:14]1[CH:19]=[CH:18][CH2:17][CH2:16][CH2:15]1.CC1C=CC(S(O)(=O)=O)=CC=1.N1C=CC=CC=1.C(=O)(O)[O-].[Na+]. Product: [Br:1][C:2]1[CH:3]=[C:4]([N+:11]([O-:13])=[O:12])[C:5]2[C:9]([CH:10]=1)=[N:8][N:7]([CH:15]1[CH2:16][CH2:17][CH2:18][CH2:19][O:14]1)[CH:6]=2. The catalyst class is: 4.